Dataset: Peptide-MHC class II binding affinity with 134,281 pairs from IEDB. Task: Regression. Given a peptide amino acid sequence and an MHC pseudo amino acid sequence, predict their binding affinity value. This is MHC class II binding data. (1) The peptide sequence is DFNEFISFCNANPGL. The MHC is DRB3_0101 with pseudo-sequence DRB3_0101. The binding affinity (normalized) is 0.287. (2) The peptide sequence is MSQIMYNYPAMMAHA. The MHC is HLA-DQA10201-DQB10202 with pseudo-sequence HLA-DQA10201-DQB10202. The binding affinity (normalized) is 0.238. (3) The peptide sequence is ALLVVAVGLRVV. The MHC is DRB1_1501 with pseudo-sequence DRB1_1501. The binding affinity (normalized) is 0.375. (4) The peptide sequence is GGACGYKDVDKPPFS. The MHC is HLA-DQA10102-DQB10602 with pseudo-sequence HLA-DQA10102-DQB10602. The binding affinity (normalized) is 0.0774. (5) The peptide sequence is RCALHWFPGSHLLHV. The MHC is DRB1_0701 with pseudo-sequence DRB1_0701. The binding affinity (normalized) is 0.667. (6) The peptide sequence is AAATAGTTVYGHFAA. The MHC is HLA-DPA10103-DPB10401 with pseudo-sequence HLA-DPA10103-DPB10401. The binding affinity (normalized) is 0.137. (7) The peptide sequence is MVTQMAMTDTTPFGQQR. The MHC is DRB1_0901 with pseudo-sequence DRB1_0901. The binding affinity (normalized) is 0.478.